This data is from Peptide-MHC class I binding affinity with 185,985 pairs from IEDB/IMGT. The task is: Regression. Given a peptide amino acid sequence and an MHC pseudo amino acid sequence, predict their binding affinity value. This is MHC class I binding data. (1) The peptide sequence is YHSNVKEL. The MHC is HLA-B14:02 with pseudo-sequence HLA-B14:02. The binding affinity (normalized) is 0. (2) The peptide sequence is ALYRRIQRR. The MHC is HLA-A33:01 with pseudo-sequence HLA-A33:01. The binding affinity (normalized) is 0.695. (3) The peptide sequence is FQYTMRHVL. The MHC is HLA-B38:01 with pseudo-sequence HLA-B38:01. The binding affinity (normalized) is 0.425.